This data is from Catalyst prediction with 721,799 reactions and 888 catalyst types from USPTO. The task is: Predict which catalyst facilitates the given reaction. (1) Reactant: [I:1][C:2]1[N:6]([CH3:7])[C:5]([C:8]2[CH:13]=[CH:12][CH:11]=[CH:10][N:9]=2)=[N:4][C:3]=1[C:14]1[CH:23]=[CH:22][C:17]([C:18]([O:20]C)=[O:19])=[CH:16][CH:15]=1.[OH-].[Li+]. Product: [I:1][C:2]1[N:6]([CH3:7])[C:5]([C:8]2[CH:13]=[CH:12][CH:11]=[CH:10][N:9]=2)=[N:4][C:3]=1[C:14]1[CH:23]=[CH:22][C:17]([C:18]([OH:20])=[O:19])=[CH:16][CH:15]=1. The catalyst class is: 47. (2) Reactant: [Cl:1][C:2]1[CH:3]=[C:4]([CH:13]2[CH2:18][CH2:17][CH2:16][CH2:15][CH2:14]2)[C:5]2[O:9][CH:8]([CH2:10][OH:11])[CH2:7][C:6]=2[CH:12]=1.[C:19]1([CH3:29])[CH:24]=[CH:23][C:22]([S:25](Cl)(=[O:27])=[O:26])=[CH:21][CH:20]=1.C(N(C(C)C)CC)(C)C.CC1C=CC(S(OCC2CC3C=CC=C(OC)C=3O2)(=O)=O)=CC=1. Product: [CH3:29][C:19]1[CH:24]=[CH:23][C:22]([S:25]([O:11][CH2:10][CH:8]2[CH2:7][C:6]3[CH:12]=[C:2]([Cl:1])[CH:3]=[C:4]([CH:13]4[CH2:14][CH2:15][CH2:16][CH2:17][CH2:18]4)[C:5]=3[O:9]2)(=[O:27])=[O:26])=[CH:21][CH:20]=1. The catalyst class is: 277. (3) Reactant: [ClH:1].[CH3:2][N:3]1[C:8](=[O:9])[CH:7]=[C:6]([C:10]2[CH:15]=[CH:14][N:13]=[CH:12][CH:11]=2)[N:5]=[C:4]1[N:16]1[CH2:20][CH2:19][CH:18]([C:21]2[CH:26]=[CH:25][CH:24]=[CH:23][CH:22]=2)[CH2:17]1. Product: [ClH:1].[CH3:2][N:3]1[C:8](=[O:9])[CH:7]=[C:6]([C:10]2[CH:15]=[CH:14][N:13]=[CH:12][CH:11]=2)[N:5]=[C:4]1[N:16]1[CH2:20][CH2:19][CH:18]([C:21]2[CH:26]=[CH:25][CH:24]=[CH:23][CH:22]=2)[CH2:17]1. The catalyst class is: 370. (4) Reactant: [H-].[Na+].[CH3:3][N:4]([CH3:8])[CH2:5][CH2:6][OH:7].[Si]([O:16][C:17]1[C:25]2[C:20](=[CH:21][N:22]=[CH:23][CH:24]=2)[O:19][C:18]=1[C:26]1[CH:27]=[N:28][C:29](Cl)=[N:30][CH:31]=1)(C(C)(C)C)(C)C. Product: [CH3:3][N:4]([CH3:8])[CH2:5][CH2:6][O:7][C:29]1[N:30]=[CH:31][C:26]([C:18]2[O:19][C:20]3=[CH:21][N:22]=[CH:23][CH:24]=[C:25]3[C:17]=2[OH:16])=[CH:27][N:28]=1. The catalyst class is: 1.